This data is from Forward reaction prediction with 1.9M reactions from USPTO patents (1976-2016). The task is: Predict the product of the given reaction. (1) Given the reactants Br[C:2]1[S:10][C:9]2[C:8]([N:11]3[CH2:16][CH2:15][N:14]([C:17]([O:19][C:20]([CH3:23])([CH3:22])[CH3:21])=[O:18])[CH2:13][CH2:12]3)=[N:7][CH:6]=[N:5][C:4]=2[CH:3]=1.[CH3:24][C:25]1([CH3:42])[CH2:30][C:29](B2OC(C)(C)C(C)(C)O2)=[CH:28][C:27]([CH3:41])([CH3:40])[NH:26]1.C(=O)([O-])[O-].[K+].[K+], predict the reaction product. The product is: [CH3:40][C:27]1([CH3:41])[CH2:28][C:29]([C:2]2[S:10][C:9]3[C:8]([N:11]4[CH2:16][CH2:15][N:14]([C:17]([O:19][C:20]([CH3:23])([CH3:22])[CH3:21])=[O:18])[CH2:13][CH2:12]4)=[N:7][CH:6]=[N:5][C:4]=3[CH:3]=2)=[CH:30][C:25]([CH3:42])([CH3:24])[NH:26]1. (2) Given the reactants [CH2:1]([CH:4]([CH2:11][NH:12][S:13]([CH3:16])(=[O:15])=[O:14])[CH2:5][NH:6][S:7]([CH3:10])(=[O:9])=[O:8])[C:2]#[CH:3].[C:17]([O:20][C@H:21]([C:50]1[CH:55]=[CH:54][C:53]([F:56])=[CH:52][CH:51]=1)[CH2:22][CH2:23][C@@H:24]1[C@@H:27]([C:28]2[CH:33]=[CH:32][C:31]([O:34][S:35]([C:38]([F:41])([F:40])[F:39])(=[O:37])=[O:36])=[CH:30][CH:29]=2)[N:26]([C:42]2[CH:47]=[CH:46][C:45](I)=[CH:44][CH:43]=2)[C:25]1=[O:49])(=[O:19])[CH3:18], predict the reaction product. The product is: [C:17]([O:20][C@H:21]([C:50]1[CH:55]=[CH:54][C:53]([F:56])=[CH:52][CH:51]=1)[CH2:22][CH2:23][C@@H:24]1[C@@H:27]([C:28]2[CH:29]=[CH:30][C:31]([O:34][S:35]([C:38]([F:39])([F:40])[F:41])(=[O:37])=[O:36])=[CH:32][CH:33]=2)[N:26]([C:42]2[CH:47]=[CH:46][C:45]([C:3]#[C:2][CH2:1][CH:4]([CH2:11][NH:12][S:13]([CH3:16])(=[O:14])=[O:15])[CH2:5][NH:6][S:7]([CH3:10])(=[O:8])=[O:9])=[CH:44][CH:43]=2)[C:25]1=[O:49])(=[O:19])[CH3:18]. (3) Given the reactants [Br:1][C:2]1[CH:7]=[CH:6][C:5]([C:8]2[NH:12][C:11]([C@@H:13]3[CH2:17][CH2:16][CH2:15][N:14]3C(OC(C)(C)C)=O)=[N:10][CH:9]=2)=[CH:4][C:3]=1[O:25][CH:26]([F:28])[F:27].Cl.[CH3:30][O:31][C:32]([NH:34][C@@H:35]([CH:39]([CH3:41])[CH3:40])[C:36](O)=[O:37])=[O:33].CN(C(ON1N=NC2C=CC=NC1=2)=[N+](C)C)C.F[P-](F)(F)(F)(F)F.CCN(C(C)C)C(C)C, predict the reaction product. The product is: [Br:1][C:2]1[CH:7]=[CH:6][C:5]([C:8]2[NH:12][C:11]([C@@H:13]3[CH2:17][CH2:16][CH2:15][N:14]3[C:36](=[O:37])[C@@H:35]([NH:34][C:32](=[O:33])[O:31][CH3:30])[CH:39]([CH3:41])[CH3:40])=[N:10][CH:9]=2)=[CH:4][C:3]=1[O:25][CH:26]([F:27])[F:28]. (4) Given the reactants [Br:1][C:2]1[CH:7]=[C:6](I)[CH:5]=[C:4]([Br:9])[CH:3]=1.[C:10]1(B(O)O)[CH:15]=[CH:14][CH:13]=[CH:12][CH:11]=1.C(=O)([O-])[O-].[K+].[K+].C1(C)C=CC=CC=1, predict the reaction product. The product is: [Br:1][C:2]1[CH:7]=[C:6]([C:10]2[CH:15]=[CH:14][CH:13]=[CH:12][CH:11]=2)[CH:5]=[C:4]([Br:9])[CH:3]=1.